Task: Predict the reactants needed to synthesize the given product.. Dataset: Full USPTO retrosynthesis dataset with 1.9M reactions from patents (1976-2016) (1) Given the product [O:16]=[C:9]1[C:10]2[C:15](=[CH:14][CH:13]=[CH:12][CH:11]=2)[C:6]([CH:4]([CH3:5])[C:1]([O:3][CH2:21][CH3:22])=[O:2])=[N:7][NH:8]1, predict the reactants needed to synthesize it. The reactants are: [C:1]([CH:4]([C:6]1[C:15]2[C:10](=[CH:11][CH:12]=[CH:13][CH:14]=2)[C:9](=[O:16])[NH:8][N:7]=1)[CH3:5])([OH:3])=[O:2].S(Cl)(Cl)=O.[CH3:21][CH2:22]O. (2) The reactants are: C[O:2][C:3]([C:5]1[CH:6]=[C:7]([C:19]2[CH:24]=[CH:23][CH:22]=[C:21]([F:25])[CH:20]=2)[CH:8]=[C:9]([O:11][CH2:12][C:13]2[CH:18]=[CH:17][CH:16]=[CH:15][CH:14]=2)[CH:10]=1)=[O:4].[Li+].[OH-].Cl. Given the product [CH2:12]([O:11][C:9]1[CH:10]=[C:5]([C:3]([OH:4])=[O:2])[CH:6]=[C:7]([C:19]2[CH:24]=[CH:23][CH:22]=[C:21]([F:25])[CH:20]=2)[CH:8]=1)[C:13]1[CH:14]=[CH:15][CH:16]=[CH:17][CH:18]=1, predict the reactants needed to synthesize it.